From a dataset of NCI-60 drug combinations with 297,098 pairs across 59 cell lines. Regression. Given two drug SMILES strings and cell line genomic features, predict the synergy score measuring deviation from expected non-interaction effect. (1) Drug 1: C1CCC(C1)C(CC#N)N2C=C(C=N2)C3=C4C=CNC4=NC=N3. Drug 2: C1=C(C(=O)NC(=O)N1)N(CCCl)CCCl. Cell line: M14. Synergy scores: CSS=26.4, Synergy_ZIP=5.20, Synergy_Bliss=-1.43, Synergy_Loewe=-10.2, Synergy_HSA=-9.66. (2) Drug 1: CN(C)C1=NC(=NC(=N1)N(C)C)N(C)C. Drug 2: CN(C(=O)NC(C=O)C(C(C(CO)O)O)O)N=O. Cell line: T-47D. Synergy scores: CSS=-4.07, Synergy_ZIP=-0.573, Synergy_Bliss=-5.52, Synergy_Loewe=-9.90, Synergy_HSA=-9.51. (3) Drug 1: C1=CN(C(=O)N=C1N)C2C(C(C(O2)CO)O)O.Cl. Drug 2: CNC(=O)C1=NC=CC(=C1)OC2=CC=C(C=C2)NC(=O)NC3=CC(=C(C=C3)Cl)C(F)(F)F. Cell line: HOP-92. Synergy scores: CSS=14.9, Synergy_ZIP=-6.40, Synergy_Bliss=-2.11, Synergy_Loewe=-18.7, Synergy_HSA=-2.31. (4) Drug 1: CC1=CC2C(CCC3(C2CCC3(C(=O)C)OC(=O)C)C)C4(C1=CC(=O)CC4)C. Drug 2: C1=NC2=C(N1)C(=S)N=C(N2)N. Cell line: COLO 205. Synergy scores: CSS=51.3, Synergy_ZIP=-1.67, Synergy_Bliss=-2.45, Synergy_Loewe=-31.3, Synergy_HSA=-0.273. (5) Drug 1: C1CNP(=O)(OC1)N(CCCl)CCCl. Drug 2: CC1C(C(CC(O1)OC2CC(CC3=C2C(=C4C(=C3O)C(=O)C5=CC=CC=C5C4=O)O)(C(=O)C)O)N)O. Cell line: T-47D. Synergy scores: CSS=31.6, Synergy_ZIP=0.230, Synergy_Bliss=-0.710, Synergy_Loewe=-46.7, Synergy_HSA=0.259. (6) Drug 1: CC1C(C(CC(O1)OC2CC(OC(C2O)C)OC3=CC4=CC5=C(C(=O)C(C(C5)C(C(=O)C(C(C)O)O)OC)OC6CC(C(C(O6)C)O)OC7CC(C(C(O7)C)O)OC8CC(C(C(O8)C)O)(C)O)C(=C4C(=C3C)O)O)O)O. Drug 2: CNC(=O)C1=NC=CC(=C1)OC2=CC=C(C=C2)NC(=O)NC3=CC(=C(C=C3)Cl)C(F)(F)F. Cell line: OVCAR-5. Synergy scores: CSS=13.8, Synergy_ZIP=0.110, Synergy_Bliss=-1.59, Synergy_Loewe=-38.7, Synergy_HSA=-2.67. (7) Synergy scores: CSS=13.9, Synergy_ZIP=-12.2, Synergy_Bliss=-18.3, Synergy_Loewe=-32.6, Synergy_HSA=-17.6. Drug 1: COC1=C2C(=CC3=C1OC=C3)C=CC(=O)O2. Drug 2: C1CCC(C(C1)N)N.C(=O)(C(=O)[O-])[O-].[Pt+4]. Cell line: LOX IMVI. (8) Drug 1: CNC(=O)C1=CC=CC=C1SC2=CC3=C(C=C2)C(=NN3)C=CC4=CC=CC=N4. Drug 2: CS(=O)(=O)CCNCC1=CC=C(O1)C2=CC3=C(C=C2)N=CN=C3NC4=CC(=C(C=C4)OCC5=CC(=CC=C5)F)Cl. Cell line: A498. Synergy scores: CSS=1.98, Synergy_ZIP=-1.53, Synergy_Bliss=2.62, Synergy_Loewe=0.687, Synergy_HSA=2.07.